This data is from Full USPTO retrosynthesis dataset with 1.9M reactions from patents (1976-2016). The task is: Predict the reactants needed to synthesize the given product. (1) Given the product [Cl-:28].[CH3:20][N+:2]([CH3:1])([CH2:3][CH2:4][CH2:5][NH:6][C:7](=[O:19])[CH2:8][CH2:9][CH2:10][CH2:11][CH2:12][CH2:13][CH2:14][CH2:15][CH2:16][CH2:17][CH3:18])[CH2:21][C:22]1[CH:27]=[CH:26][CH:25]=[CH:24][CH:23]=1, predict the reactants needed to synthesize it. The reactants are: [CH3:1][N:2]([CH3:20])[CH2:3][CH2:4][CH2:5][NH:6][C:7](=[O:19])[CH2:8][CH2:9][CH2:10][CH2:11][CH2:12][CH2:13][CH2:14][CH2:15][CH2:16][CH2:17][CH3:18].[CH2:21]([Cl:28])[C:22]1[CH:27]=[CH:26][CH:25]=[CH:24][CH:23]=1. (2) Given the product [F:1][C:2]1[CH:3]=[CH:4][C:5]([NH:10][C:11]2([CH2:16][OH:17])[CH2:15][CH2:14][CH2:13][CH2:12]2)=[CH:26][C:24]=1[CH3:25], predict the reactants needed to synthesize it. The reactants are: [F:1][C:2]1C=C[C:5](O)=[C:4](C)[CH:3]=1.[NH2:10][C:11]1([CH2:16][OH:17])[CH2:15][CH2:14][CH2:13][CH2:12]1.C(N([CH:24]([CH3:26])[CH3:25])CC)(C)C. (3) The reactants are: [N+:1]([C:4]1[CH:9]=[CH:8][C:7]([N:10]2[CH2:13][CH:12]([OH:14])[CH2:11]2)=[CH:6][CH:5]=1)([O-:3])=[O:2].[CH3:15][S:16](Cl)(=[O:18])=[O:17].O. Given the product [N+:1]([C:4]1[CH:5]=[CH:6][C:7]([N:10]2[CH2:11][CH:12]([O:14][S:16]([CH3:15])(=[O:18])=[O:17])[CH2:13]2)=[CH:8][CH:9]=1)([O-:3])=[O:2], predict the reactants needed to synthesize it. (4) Given the product [Br:28][C:29]1[CH:37]=[C:36]2[C:32]([C:33](=[O:48])[N:34]([CH2:44][CH:45]([CH3:46])[CH3:47])[CH:35]2[CH2:38][C:39]([NH:5][C:4]([NH2:6])=[NH:3])=[O:40])=[CH:31][CH:30]=1.[Br:7][C:8]1[CH:9]=[C:10]2[C:14](=[CH:15][CH:16]=1)[CH:13]([CH2:17][C:18]([NH:5][C:4]([NH2:6])=[NH:3])=[O:19])[N:12]([CH2:23][CH:24]([CH3:25])[CH3:26])[C:11]2=[O:27], predict the reactants needed to synthesize it. The reactants are: [Na].[Cl-].[NH2:3][C:4]([NH2:6])=[NH2+:5].[Br:7][C:8]1[CH:9]=[C:10]2[C:14](=[CH:15][CH:16]=1)[CH:13]([CH2:17][C:18](OCC)=[O:19])[N:12]([CH2:23][CH:24]([CH3:26])[CH3:25])[C:11]2=[O:27].[Br:28][C:29]1[CH:37]=[C:36]2[C:32]([C:33](=[O:48])[N:34]([CH2:44][CH:45]([CH3:47])[CH3:46])[CH:35]2[CH2:38][C:39](OCC)=[O:40])=[CH:31][CH:30]=1. (5) Given the product [Cl:22][C:23]1[C:24]2[N:25]([CH:33]=[C:34]([C:36]3[O:7][N:6]=[C:4]([C:3]4[CH:8]=[C:9]([Cl:21])[C:10]([O:12][CH2:13][C@@H:14]5[CH2:18][O:17][C:16]([CH3:19])([CH3:20])[O:15]5)=[CH:11][C:2]=4[Cl:1])[N:5]=3)[N:35]=2)[CH:26]=[C:27]([C:29]([F:30])([F:31])[F:32])[CH:28]=1, predict the reactants needed to synthesize it. The reactants are: [Cl:1][C:2]1[CH:11]=[C:10]([O:12][CH2:13][C@@H:14]2[CH2:18][O:17][C:16]([CH3:20])([CH3:19])[O:15]2)[C:9]([Cl:21])=[CH:8][C:3]=1/[C:4](=[N:6]/[OH:7])/[NH2:5].[Cl:22][C:23]1[C:24]2[N:25]([CH:33]=[C:34]([C:36](O)=O)[N:35]=2)[CH:26]=[C:27]([C:29]([F:32])([F:31])[F:30])[CH:28]=1.Cl.CN(C)CCCN=C=NCC. (6) Given the product [Cl:8][C:5]1[N:6]=[CH:7][C:2]2[N:17]([C:18]3([C:21]4[CH:26]=[CH:25][C:24]([Cl:27])=[CH:23][CH:22]=4)[CH2:20][CH2:19]3)[C:15](=[O:16])[CH:10]3[CH2:11][O:12][CH2:13][CH2:14][N:9]3[C:3]=2[N:4]=1, predict the reactants needed to synthesize it. The reactants are: Br[C:2]1[C:3]([N:9]2[CH2:14][CH2:13][O:12][CH2:11][CH:10]2[C:15]([NH:17][C:18]2([C:21]3[CH:26]=[CH:25][C:24]([Cl:27])=[CH:23][CH:22]=3)[CH2:20][CH2:19]2)=[O:16])=[N:4][C:5]([Cl:8])=[N:6][CH:7]=1.CC1(C)C2C=CC=C(P(C3C=CC=CC=3)C3C=CC=CC=3)C=2OC2C1=CC=CC=2P(C1C=CC=CC=1)C1C=CC=CC=1.P([O-])([O-])([O-])=O.[K+].[K+].[K+].